This data is from Reaction yield outcomes from USPTO patents with 853,638 reactions. The task is: Predict the reaction yield, written as a fraction of the theoretical maximum amount of product (1.0 means a 100% yield; for example, 0.34 means a 34% yield). (1) The product is [O:58]=[C:57]([N:9]1[CH2:10][CH:7]([O:6][CH2:5][CH2:4][C:3]([F:2])([F:11])[F:12])[CH2:8]1)/[CH:56]=[CH:55]/[C:50]1[CH:49]=[C:48]2[C:53](=[N:52][CH:51]=1)[NH:54][C:45](=[O:44])[CH2:46][CH2:47]2. The catalyst is CN(C)C=O.O.C(OCC)(=O)C. The reactants are Cl.[F:2][C:3]([F:12])([F:11])[CH2:4][CH2:5][O:6][CH:7]1[CH2:10][NH:9][CH2:8]1.CCN=C=NCCCN(C)C.C1C=CC2N(O)N=NC=2C=1.C(N(C(C)C)CC)(C)C.Cl.[O:44]=[C:45]1[NH:54][C:53]2[N:52]=[CH:51][C:50](/[CH:55]=[CH:56]/[C:57](O)=[O:58])=[CH:49][C:48]=2[CH2:47][CH2:46]1. The yield is 0.390. (2) The reactants are [OH:1][C:2]1([CH2:9][N:10]2[CH2:15][CH2:14][C:13]3[NH:16][C:17]([CH:20]=O)=[C:18]([CH3:19])[C:12]=3[C:11]2=[O:22])[CH2:7][CH2:6][N:5]([CH3:8])[CH2:4][CH2:3]1.[Br:23][C:24]1[CH:25]=[C:26]2[C:30](=[CH:31][CH:32]=1)[NH:29][C:28](=[O:33])[CH2:27]2. No catalyst specified. The product is [Br:23][C:24]1[CH:25]=[C:26]2[C:30](=[CH:31][CH:32]=1)[NH:29][C:28](=[O:33])[C:27]2=[CH:20][C:17]1[NH:16][C:13]2[CH2:14][CH2:15][N:10]([CH2:9][C:2]3([OH:1])[CH2:7][CH2:6][N:5]([CH3:8])[CH2:4][CH2:3]3)[C:11](=[O:22])[C:12]=2[C:18]=1[CH3:19]. The yield is 0.480. (3) The reactants are [CH3:1][C:2]1[O:6][N:5]=[C:4]([C:7]2[CH:12]=[CH:11][CH:10]=[CH:9][CH:8]=2)[C:3]=1[CH2:13][O:14][C:15]1[CH:23]=[CH:22][C:18]([C:19]([OH:21])=O)=[CH:17][N:16]=1.Cl.[N:25]1[N:26]=[CH:27][N:28]2[CH2:33][CH2:32][NH:31][CH2:30][C:29]=12. No catalyst specified. The product is [N:25]1[N:26]=[CH:27][N:28]2[CH2:33][CH2:32][N:31]([C:19]([C:18]3[CH:17]=[N:16][C:15]([O:14][CH2:13][C:3]4[C:4]([C:7]5[CH:8]=[CH:9][CH:10]=[CH:11][CH:12]=5)=[N:5][O:6][C:2]=4[CH3:1])=[CH:23][CH:22]=3)=[O:21])[CH2:30][C:29]=12. The yield is 0.860.